Dataset: Forward reaction prediction with 1.9M reactions from USPTO patents (1976-2016). Task: Predict the product of the given reaction. (1) Given the reactants [C:1]([NH:5][C:6](=[O:35])[C:7]1[CH:12]=[CH:11][CH:10]=[C:9]([O:13][C:14]2[CH:19]=[CH:18][C:17]([NH:20][C:21]3[C:31]4[CH:30]=[C:29]([CH:32]=O)[CH2:28][CH2:27][NH:26][C:25]=4[N:24]=[CH:23][N:22]=3)=[CH:16][C:15]=2[Cl:34])[CH:8]=1)([CH3:4])([CH3:3])[CH3:2].Cl.[C:37]([O:41][NH2:42])([CH3:40])([CH3:39])[CH3:38].C([O-])(=O)C.[Na+], predict the reaction product. The product is: [C:37]([O:41][N:42]=[CH:32][C:29]1[CH2:28][CH2:27][NH:26][C:25]2[N:24]=[CH:23][N:22]=[C:21]([NH:20][C:17]3[CH:18]=[CH:19][C:14]([O:13][C:9]4[CH:8]=[C:7]([CH:12]=[CH:11][CH:10]=4)[C:6]([NH:5][C:1]([CH3:4])([CH3:2])[CH3:3])=[O:35])=[C:15]([Cl:34])[CH:16]=3)[C:31]=2[CH:30]=1)([CH3:40])([CH3:39])[CH3:38]. (2) Given the reactants [CH3:1][C:2]1[N:7]=[C:6]([NH:8][C:9]2[C:14]([CH3:15])=[CH:13][C:12]([CH3:16])=[CH:11][C:10]=2[CH3:17])[N:5]=[C:4](O)[CH:3]=1.P(Cl)(Cl)([Cl:21])=O, predict the reaction product. The product is: [Cl:21][C:4]1[CH:3]=[C:2]([CH3:1])[N:7]=[C:6]([NH:8][C:9]2[C:14]([CH3:15])=[CH:13][C:12]([CH3:16])=[CH:11][C:10]=2[CH3:17])[N:5]=1. (3) Given the reactants Cl[C:2]1C=CC=C(C(OO)=O)[CH:3]=1.C(S[C:15]1[CH:20]=[CH:19][CH:18]=[CH:17][C:16]=1[C:21]1[N:22]=[CH:23][C:24]2[N:30]=[CH:29][C:28]([C:31]([F:34])([F:33])[F:32])=[CH:27][C:25]=2[N:26]=1)C.[S:35]([O-:39])([O-])(=[O:37])=S.[Na+].[Na+], predict the reaction product. The product is: [CH2:2]([S:35]([C:15]1[CH:20]=[CH:19][CH:18]=[CH:17][C:16]=1[C:21]1[N:22]=[CH:23][C:24]2[N:30]=[CH:29][C:28]([C:31]([F:33])([F:34])[F:32])=[CH:27][C:25]=2[N:26]=1)(=[O:39])=[O:37])[CH3:3]. (4) Given the reactants C(N(CC)CC)C.[CH2:8]([O:10][C:11]1[CH:16]=[CH:15][C:14]([NH2:17])=[CH:13][C:12]=1[Cl:18])[CH3:9].Cl[C:20](Cl)([O:22]C(=O)OC(Cl)(Cl)Cl)Cl, predict the reaction product. The product is: [CH2:8]([O:10][C:11]1[CH:16]=[CH:15][C:14]([N:17]=[C:20]=[O:22])=[CH:13][C:12]=1[Cl:18])[CH3:9]. (5) Given the reactants [Cl:1][C:2]1[CH:7]=[C:6]([O:8][CH3:9])[CH:5]=[CH:4][C:3]=1[C:10]1[N:11]=[C:12]([N:16]([C:20]2[CH:25]=[C:24]([CH2:26][OH:27])[CH:23]=[CH:22][C:21]=2[O:28][CH3:29])[CH2:17][CH2:18][CH3:19])[S:13][C:14]=1[CH3:15].[H-].[Na+].[CH3:32]I, predict the reaction product. The product is: [ClH:1].[Cl:1][C:2]1[CH:7]=[C:6]([O:8][CH3:9])[CH:5]=[CH:4][C:3]=1[C:10]1[N:11]=[C:12]([N:16]([C:20]2[CH:25]=[C:24]([CH2:26][O:27][CH3:32])[CH:23]=[CH:22][C:21]=2[O:28][CH3:29])[CH2:17][CH2:18][CH3:19])[S:13][C:14]=1[CH3:15]. (6) The product is: [O:26]1[C:2]2([CH2:7][CH2:6][CH:5]([C:8]([O:10][CH2:11][CH3:12])=[O:9])[CH2:4][CH2:3]2)[O:1][CH2:24][CH2:25]1. Given the reactants [O:1]=[C:2]1[CH2:7][CH2:6][CH:5]([C:8]([O:10][CH2:11][CH3:12])=[O:9])[CH2:4][CH2:3]1.C1CCCCC1.NS(O)(=O)=O.[CH2:24](O)[CH2:25][OH:26], predict the reaction product. (7) Given the reactants [NH2:1][C:2]1[CH:11]=[CH:10][CH:9]=[C:8]2[C:3]=1[CH:4]=[CH:5][N:6]([C@H:13]([CH2:18][O:19][Si:20]([C:23]([CH3:26])([CH3:25])[CH3:24])([CH3:22])[CH3:21])[C:14]([O:16][CH3:17])=[O:15])[C:7]2=[O:12].CN(C)C=O.C(N(CC)C(C)C)(C)C.F[P-](F)(F)(F)(F)F.C[N+](C)=C(N(C)C)ON1C2N=CC=CC=2N=N1.[Cl:65][C:66]1[CH:71]=[CH:70][C:69]([CH:72]([CH3:76])[C:73](O)=[O:74])=[CH:68][CH:67]=1, predict the reaction product. The product is: [Si:20]([O:19][CH2:18][C@@H:13]([N:6]1[CH:5]=[CH:4][C:3]2[C:8](=[CH:9][CH:10]=[CH:11][C:2]=2[NH:1][C:73](=[O:74])[CH:72]([C:69]2[CH:70]=[CH:71][C:66]([Cl:65])=[CH:67][CH:68]=2)[CH3:76])[C:7]1=[O:12])[C:14]([O:16][CH3:17])=[O:15])([C:23]([CH3:26])([CH3:25])[CH3:24])([CH3:22])[CH3:21]. (8) Given the reactants [F:1][CH2:2][CH2:3][CH2:4][CH2:5][N:6]1[C:14]2[C:9](=[N:10][CH:11]=[CH:12][CH:13]=2)[N:8]=[C:7]1[CH2:15]O.[CH:17]1([N:20]2[C:28]3[CH:27]=[CH:26][N:25]=[CH:24][C:23]=3[NH:22][C:21]2=[O:29])[CH2:19][CH2:18]1.C1(P(C2C=CC=CC=2)C2C=CC=CC=2)C=CC=CC=1.N(C([O-])=O)=NC([O-])=O, predict the reaction product. The product is: [CH:17]1([N:20]2[C:28]3[CH:27]=[CH:26][N:25]=[CH:24][C:23]=3[N:22]([CH2:15][C:7]3[N:6]([CH2:5][CH2:4][CH2:3][CH2:2][F:1])[C:14]4[C:9]([N:8]=3)=[N:10][CH:11]=[CH:12][CH:13]=4)[C:21]2=[O:29])[CH2:19][CH2:18]1. (9) Given the reactants [OH-].[Na+].Cl.[Cl:4][CH2:5][C:6]1[CH:11]=[CH:10][N:9]=[CH:8][CH:7]=1.ClC1C=C(C=CC=1)C(OO)=[O:17].C(=O)([O-])O.[Na+], predict the reaction product. The product is: [Cl:4][CH2:5][C:6]1[CH:11]=[CH:10][N+:9]([O-:17])=[CH:8][CH:7]=1.